From a dataset of Reaction yield outcomes from USPTO patents with 853,638 reactions. Predict the reaction yield, written as a fraction of the theoretical maximum amount of product (1.0 means a 100% yield; for example, 0.34 means a 34% yield). (1) The reactants are [NH:1]1[CH2:9][CH2:8][CH:4]([C:5]([NH2:7])=[O:6])[CH2:3][CH2:2]1.[C:10]([OH:13])(=[O:12])C. The catalyst is C(=O)([O-])[O-].[Na+].[Na+].O1CCOCC1. The product is [C:5]([CH:4]1[CH2:8][CH2:9][N:1]([C:10]([O:13][C:4]([CH3:8])([CH3:5])[CH3:3])=[O:12])[CH2:2][CH2:3]1)(=[O:6])[NH2:7]. The yield is 0.824. (2) The product is [OH:1][C:2]1[C:7]([CH3:8])=[N:6][N:5]([CH3:9])[C:4](=[O:10])[CH:3]=1. The reactants are [OH:1][C:2]1[C:7]([CH3:8])=[N:6][N:5]([CH3:9])[C:4](=[O:10])[C:3]=1C(OC)=O.Cl. The catalyst is O1CCOCC1.CCOC(C)=O. The yield is 0.350. (3) The reactants are [CH3:1][C:2]([CH3:9])([CH3:8])[C:3](=O)[CH2:4][C:5]#[N:6].[ClH:10].[CH2:11]([C:13]1[CH:18]=[CH:17][C:16]([NH:19][NH2:20])=[CH:15][CH:14]=1)[CH3:12]. The catalyst is CO. The product is [ClH:10].[C:2]([C:3]1[CH:4]=[C:5]([NH2:6])[N:19]([C:16]2[CH:17]=[CH:18][C:13]([CH2:11][CH3:12])=[CH:14][CH:15]=2)[N:20]=1)([CH3:9])([CH3:8])[CH3:1]. The yield is 0.990. (4) The reactants are [Br:1][C:2]1[CH:3]=[C:4]([OH:8])[CH:5]=[CH:6][CH:7]=1.Cl.Cl[CH2:11][CH2:12][N:13]1[CH2:17][CH2:16][CH2:15][CH2:14]1.C(=O)([O-])[O-:19].[Cs+].[Cs+]. The catalyst is CN(C=O)C. The product is [CH3:16][CH2:17][O:19][C:4]([CH3:5])=[O:8].[CH3:7][CH2:6][CH2:5][CH:4]([CH3:3])[CH3:11].[Br:1][C:2]1[CH:3]=[C:4]([CH:5]=[CH:6][CH:7]=1)[O:8][CH2:11][CH2:12][N:13]1[CH2:17][CH2:16][CH2:15][CH2:14]1. The yield is 0.670. (5) The reactants are Br[CH2:2][C:3]1[CH:8]=[CH:7][C:6]([F:9])=[CH:5][C:4]=1[I:10].[C-]#N.[Na+].C1[CH2:18][O:17]CC1.C[OH:20].O.[OH-].[Li+]. The catalyst is C(O)C.O. The product is [F:9][C:6]1[CH:7]=[CH:8][C:3]([CH2:2][C:18]([OH:17])=[O:20])=[C:4]([I:10])[CH:5]=1. The yield is 0.900. (6) The reactants are [CH3:1][C:2]1([CH3:33])[CH2:11][CH2:10][C:9]2[N:8]=[CH:7][N:6]=[C:5]([N:12]3[CH2:18][C:17]4[CH:19]=[C:20]([C:23]5[CH:24]=[C:25]([N+:30]([O-])=O)[C:26]([NH2:29])=[N:27][CH:28]=5)[CH:21]=[CH:22][C:16]=4[O:15][CH2:14][CH2:13]3)[C:4]=2[CH2:3]1. The catalyst is [Pd].CO. The product is [CH3:1][C:2]1([CH3:33])[CH2:11][CH2:10][C:9]2[N:8]=[CH:7][N:6]=[C:5]([N:12]3[CH2:18][C:17]4[CH:19]=[C:20]([C:23]5[CH:24]=[C:25]([NH2:30])[C:26]([NH2:29])=[N:27][CH:28]=5)[CH:21]=[CH:22][C:16]=4[O:15][CH2:14][CH2:13]3)[C:4]=2[CH2:3]1. The yield is 0.300.